Dataset: Forward reaction prediction with 1.9M reactions from USPTO patents (1976-2016). Task: Predict the product of the given reaction. (1) Given the reactants [CH3:1][C:2]1([C:17]([O:19][CH3:20])=[O:18])[C:7](=[N:8][C@@H:9]([C:11]2[CH:16]=[CH:15][CH:14]=[CH:13][CH:12]=2)[CH3:10])[CH2:6][CH2:5][O:4][CH2:3]1.[BH-](OC(C)=O)(OC(C)=O)OC(C)=O.[Na+], predict the reaction product. The product is: [CH3:1][C:2]1([C:17]([O:19][CH3:20])=[O:18])[C@H:7]([NH:8][C@@H:9]([C:11]2[CH:16]=[CH:15][CH:14]=[CH:13][CH:12]=2)[CH3:10])[CH2:6][CH2:5][O:4][CH2:3]1. (2) Given the reactants [F:1][C:2]1[CH:7]=[CH:6][CH:5]=[C:4]([F:8])[C:3]=1[CH2:9][C:10]([OH:12])=[O:11].CO.[Si](C=[N+]=[N-])(C)(C)[CH3:16].CCOCC, predict the reaction product. The product is: [F:1][C:2]1[CH:7]=[CH:6][CH:5]=[C:4]([F:8])[C:3]=1[CH2:9][C:10]([O:12][CH3:16])=[O:11]. (3) Given the reactants C[C:2]([C:6]1[CH:7]=[C:8]([CH2:17]N2N=CN=C2)[CH:9]=[C:10]([C:12]([C:15]#[N:16])(C)C)[CH:11]=1)([C:4]#[N:5])C.BrCC1C=C(C)C=C(CBr)C=1.BrBr, predict the reaction product. The product is: [CH3:17][C:8]1[CH:7]=[C:6]([CH2:2][C:4]#[N:5])[CH:11]=[C:10]([CH2:12][C:15]#[N:16])[CH:9]=1. (4) Given the reactants [C:1]([N:4]([CH2:6][C:7]1[CH:8]=[CH:9][C:10]([Cl:42])=[C:11]([CH:41]=1)[CH2:12][N:13]([CH:38]1[CH2:40][CH2:39]1)[C:14]([C@@H:16]1[C@:21]([C:23]2[CH:28]=[CH:27][C:26]([F:29])=[C:25]([F:30])[CH:24]=2)([OH:22])[CH2:20][CH2:19][N:18](C(OC(C)(C)C)=O)[CH2:17]1)=[O:15])[CH3:5])(=[O:3])[CH3:2].Cl, predict the reaction product. The product is: [C:1]([N:4]([CH2:6][C:7]1[CH:8]=[CH:9][C:10]([Cl:42])=[C:11]([CH:41]=1)[CH2:12][N:13]([CH:38]1[CH2:40][CH2:39]1)[C:14]([CH:16]1[C:21]([C:23]2[CH:28]=[CH:27][C:26]([F:29])=[C:25]([F:30])[CH:24]=2)([OH:22])[CH2:20][CH2:19][NH:18][CH2:17]1)=[O:15])[CH3:5])(=[O:3])[CH3:2]. (5) The product is: [Cl:15][C:12]1[CH:13]=[CH:14][C:9]([CH2:8][N:5]2[CH:6]=[N:7][C:2]([NH:36][CH:33]3[CH2:34][CH2:35][N:30]([C:27]4[CH:28]=[CH:29][C:24]([F:23])=[CH:25][CH:26]=4)[CH2:31][CH2:32]3)=[N:3][C:4]2=[O:16])=[CH:10][CH:11]=1. Given the reactants Cl[C:2]1[N:7]=[CH:6][N:5]([CH2:8][C:9]2[CH:14]=[CH:13][C:12]([Cl:15])=[CH:11][CH:10]=2)[C:4](=[O:16])[N:3]=1.C(=O)([O-])[O-].[K+].[K+].[F:23][C:24]1[CH:29]=[CH:28][C:27]([N:30]2[CH2:35][CH2:34][CH:33]([NH2:36])[CH2:32][CH2:31]2)=[CH:26][CH:25]=1, predict the reaction product. (6) Given the reactants [NH:1]([C:3]1[CH:4]=[C:5]([CH:9]=[CH:10][CH:11]=1)[C:6]([OH:8])=[O:7])[NH2:2].[CH3:12][C:13]([CH3:20])([CH3:19])[C:14](=O)[CH2:15][C:16]#[N:17].S(=O)(=O)(O)O.[CH3:26][CH2:27]O, predict the reaction product. The product is: [CH2:26]([O:7][C:6](=[O:8])[C:5]1[CH:9]=[CH:10][CH:11]=[C:3]([N:1]2[C:16]([NH2:17])=[CH:15][C:14]([C:13]([CH3:20])([CH3:19])[CH3:12])=[N:2]2)[CH:4]=1)[CH3:27]. (7) Given the reactants Cl[CH2:2][C:3]([NH:5][C:6]1[CH:11]=[CH:10][C:9]([NH:12][C:13]2[N:18]=[C:17]([C:19]3[S:23][C:22]([CH3:24])=[N:21][C:20]=3[CH3:25])[CH:16]=[CH:15][N:14]=2)=[CH:8][CH:7]=1)=[O:4].[NH:26]1[CH2:31][CH2:30][O:29][CH2:28][CH2:27]1, predict the reaction product. The product is: [CH3:24][C:22]1[S:23][C:19]([C:17]2[CH:16]=[CH:15][N:14]=[C:13]([NH:12][C:9]3[CH:10]=[CH:11][C:6]([NH:5][C:3](=[O:4])[CH2:2][N:26]4[CH2:31][CH2:30][O:29][CH2:28][CH2:27]4)=[CH:7][CH:8]=3)[N:18]=2)=[C:20]([CH3:25])[N:21]=1. (8) Given the reactants [C:1]1([O:9][CH3:10])[C:2](=[CH:5][CH:6]=[CH:7][CH:8]=1)[O:3][CH3:4].[Li]CCCC.CN(OC)[C:18](=[O:25])[C:19]1[CH:24]=[CH:23][N:22]=[CH:21][CH:20]=1, predict the reaction product. The product is: [CH3:4][O:3][C:2]1[C:1]([O:9][CH3:10])=[CH:8][CH:7]=[CH:6][C:5]=1[C:18]([C:19]1[CH:24]=[CH:23][N:22]=[CH:21][CH:20]=1)=[O:25].